This data is from Full USPTO retrosynthesis dataset with 1.9M reactions from patents (1976-2016). The task is: Predict the reactants needed to synthesize the given product. (1) Given the product [Cl:12][C:9]1[CH:10]=[CH:11][C:6]2[NH:5][C:4](=[O:3])[N:22]3[N:21]=[C:19]([CH2:18][O:17][CH3:16])[N:14]=[C:13]3[C:7]=2[CH:8]=1, predict the reactants needed to synthesize it. The reactants are: C([O:3][C:4](=O)[NH:5][C:6]1[CH:11]=[CH:10][C:9]([Cl:12])=[CH:8][C:7]=1[C:13]#[N:14])C.[CH3:16][O:17][CH2:18][C:19]([NH:21][NH2:22])=O. (2) The reactants are: [O:1]1[CH:5]=[CH:4][CH:3]=[C:2]1[C:6]1[N:7]=[C:8]([NH:17][C:18]([C:20]2[CH:25]=[CH:24][N:23]=[CH:22][CH:21]=2)=[O:19])[S:9][C:10]=1[C:11](=[O:16])N(OC)C.[CH3:26][Mg]Br.[Cl-].[NH4+]. Given the product [C:11]([C:10]1[S:9][C:8]([NH:17][C:18]([C:20]2[CH:21]=[CH:22][N:23]=[CH:24][CH:25]=2)=[O:19])=[N:7][C:6]=1[C:2]1[O:1][CH:5]=[CH:4][CH:3]=1)(=[O:16])[CH3:26], predict the reactants needed to synthesize it.